Predict the product of the given reaction. From a dataset of Forward reaction prediction with 1.9M reactions from USPTO patents (1976-2016). (1) The product is: [CH3:37][SiH:35]([N:34]([CH2:2][CH2:3][CH:4]1[C:5]2[NH:14][C:22]3[C:17]([C:16]=2[C:23]2[C:24]1=[CH:25][CH:26]=[CH:27][CH:28]=2)=[CH:18][CH:19]=[CH:20][CH:21]=3)[C:30]([CH3:33])([CH3:32])[CH3:31])[CH3:38]. Given the reactants [Li][CH2:2][CH2:3][CH2:4][CH3:5].CCCCCC.C([N:14]1[C:22]2[C:17](=[CH:18][CH:19]=[CH:20][CH:21]=2)[C:16]2[C:23]3[C:28](CC1=2)=[CH:27][CH:26]=[CH:25][CH:24]=3)C.[C:30]([NH:34][Si:35]([CH3:38])([CH3:37])Cl)([CH3:33])([CH3:32])[CH3:31], predict the reaction product. (2) Given the reactants [CH3:1][O:2][C:3]([C:5]1[CH:6]=[C:7]([Cl:24])[CH:8]=[C:9]2[C:14]=1[NH:13][CH:12]([C:15]1[CH:20]=[CH:19][CH:18]=[C:17](Br)[CH:16]=1)[C:11]([CH3:23])([CH3:22])[CH2:10]2)=[O:4].C(=O)([O-])[O-].[Cs+].[Cs+].CC1(C)C2C(=C(P(C3C=CC=CC=3)C3C=CC=CC=3)C=CC=2)OC2C(P(C3C=CC=CC=3)C3C=CC=CC=3)=CC=CC1=2.Cl.[Cl:74][C:75]1[CH:80]=[CH:79][C:78]([N:81]2[CH2:86][CH2:85][NH:84][CH2:83][CH2:82]2)=[CH:77][CH:76]=1, predict the reaction product. The product is: [CH3:1][O:2][C:3]([C:5]1[CH:6]=[C:7]([Cl:24])[CH:8]=[C:9]2[C:14]=1[NH:13][CH:12]([C:15]1[CH:20]=[CH:19][CH:18]=[C:17]([N:84]3[CH2:83][CH2:82][N:81]([C:78]4[CH:77]=[CH:76][C:75]([Cl:74])=[CH:80][CH:79]=4)[CH2:86][CH2:85]3)[CH:16]=1)[C:11]([CH3:23])([CH3:22])[CH2:10]2)=[O:4]. (3) Given the reactants C[O:2][C:3]([C@@H:5]1[CH2:9][CH2:8][CH2:7][N:6]1[C:10](=[O:40])[C:11]1[CH:16]=[CH:15][C:14]([N:17]2[CH2:22][CH2:21][CH:20]([CH2:23][NH:24][CH2:25][C@H:26]([OH:39])[C:27]3[CH:32]=[CH:31][C:30]([OH:33])=[C:29]([NH:34][S:35]([CH3:38])(=[O:37])=[O:36])[CH:28]=3)[CH2:19][CH2:18]2)=[CH:13][CH:12]=1)=[O:4].Cl, predict the reaction product. The product is: [OH:39][C@H:26]([C:27]1[CH:32]=[CH:31][C:30]([OH:33])=[C:29]([NH:34][S:35]([CH3:38])(=[O:36])=[O:37])[CH:28]=1)[CH2:25][NH:24][CH2:23][CH:20]1[CH2:21][CH2:22][N:17]([C:14]2[CH:15]=[CH:16][C:11]([C:10]([N:6]3[CH2:7][CH2:8][CH2:9][C@H:5]3[C:3]([OH:4])=[O:2])=[O:40])=[CH:12][CH:13]=2)[CH2:18][CH2:19]1. (4) Given the reactants [CH2:1]([N:3]1[C:8](=[O:9])[CH:7]=[CH:6][C:5]([C:10]2[C:15]([C:16]3[CH:21]=[CH:20][CH:19]=[CH:18][CH:17]=3)=[N:14][C:13]([NH:22]CC3C=CC(OC)=CC=3)=[CH:12][N:11]=2)=[N:4]1)[CH3:2].Cl, predict the reaction product. The product is: [NH2:22][C:13]1[N:14]=[C:15]([C:16]2[CH:21]=[CH:20][CH:19]=[CH:18][CH:17]=2)[C:10]([C:5]2[CH:6]=[CH:7][C:8](=[O:9])[N:3]([CH2:1][CH3:2])[N:4]=2)=[N:11][CH:12]=1. (5) Given the reactants CC1(C)[O:6][C@@H:5]([CH2:7][O:8][NH:9][C:10]([C:12]2[C:20]3[C:15](=[N:16][CH:17]=[CH:18][CH:19]=3)[S:14][C:13]=2[NH:21][C:22]2[CH:27]=[CH:26][C:25]([I:28])=[CH:24][C:23]=2[F:29])=[O:11])[CH2:4][O:3]1.Cl, predict the reaction product. The product is: [OH:6][C@H:5]([CH2:4][OH:3])[CH2:7][O:8][NH:9][C:10]([C:12]1[C:20]2[C:15](=[N:16][CH:17]=[CH:18][CH:19]=2)[S:14][C:13]=1[NH:21][C:22]1[CH:27]=[CH:26][C:25]([I:28])=[CH:24][C:23]=1[F:29])=[O:11].